Dataset: Catalyst prediction with 721,799 reactions and 888 catalyst types from USPTO. Task: Predict which catalyst facilitates the given reaction. (1) Reactant: [C:1]([O:5][C:6](=[O:27])[N:7]([CH2:17][C:18]1[CH:23]=[CH:22][CH:21]=[C:20]([CH2:24][CH2:25][OH:26])[CH:19]=1)[CH2:8][CH2:9][C:10]1[CH:15]=[CH:14][CH:13]=[CH:12][C:11]=1[OH:16])([CH3:4])([CH3:3])[CH3:2].[H-].[Na+].[CH3:30][O:31][CH2:32]Cl. Product: [C:1]([O:5][C:6](=[O:27])[N:7]([CH2:17][C:18]1[CH:23]=[CH:22][CH:21]=[C:20]([CH2:24][CH2:25][OH:26])[CH:19]=1)[CH2:8][CH2:9][C:10]1[CH:15]=[CH:14][CH:13]=[CH:12][C:11]=1[O:16][CH2:30][O:31][CH3:32])([CH3:3])([CH3:2])[CH3:4]. The catalyst class is: 9. (2) Reactant: Cl[C:2]1[C:7]([N+:8]([O-:10])=[O:9])=[CH:6][N:5]=[C:4]2[N:11]([S:14]([C:17]3[CH:22]=[CH:21][CH:20]=[CH:19][CH:18]=3)(=[O:16])=[O:15])[CH:12]=[CH:13][C:3]=12.Cl.[O:24]1[CH2:29][CH2:28][CH2:27][CH:26]([NH2:30])[CH2:25]1.C(N(CC)C(C)C)(C)C. Product: [N+:8]([C:7]1[CH:6]=[N:5][C:4]2[N:11]([S:14]([C:17]3[CH:22]=[CH:21][CH:20]=[CH:19][CH:18]=3)(=[O:16])=[O:15])[CH:12]=[CH:13][C:3]=2[C:2]=1[NH:30][CH:26]1[CH2:27][CH2:28][CH2:29][O:24][CH2:25]1)([O-:10])=[O:9]. The catalyst class is: 32. (3) Reactant: [F:1][C:2]1[C:3]([NH2:9])=[N:4][C:5](=[O:8])[NH:6][CH:7]=1.C(Cl)Cl.C(O[C@@H:17]1[O:29][C@H:28]([CH3:30])[C@@H:23]([O:24][C:25](=[O:27])[CH3:26])[C@H:18]1[O:19][C:20](=[O:22])[CH3:21])(=O)C.C(=O)(O)[O-].[Na+]. Product: [C:20]([O:19][C@@H:18]1[C@H:23]([O:24][C:25](=[O:27])[CH3:26])[C@@H:28]([CH3:30])[O:29][C@H:17]1[N:6]1[CH:7]=[C:2]([F:1])[C:3]([NH2:9])=[N:4][C:5]1=[O:8])(=[O:22])[CH3:21]. The catalyst class is: 93. (4) Reactant: [Cl:1][C:2]1[CH:3]=[CH:4][C:5]([C:32]#[N:33])=[C:6]([C:8]2[C:13]([O:14][CH3:15])=[CH:12][N:11]([CH:16]([CH2:24][CH2:25][O:26][C:27]([F:30])([F:29])[F:28])[C:17]([O:19]C(C)(C)C)=[O:18])[C:10](=[O:31])[CH:9]=2)[CH:7]=1.C(O)(C(F)(F)F)=O. The catalyst class is: 4. Product: [Cl:1][C:2]1[CH:3]=[CH:4][C:5]([C:32]#[N:33])=[C:6]([C:8]2[C:13]([O:14][CH3:15])=[CH:12][N:11]([CH:16]([CH2:24][CH2:25][O:26][C:27]([F:29])([F:30])[F:28])[C:17]([OH:19])=[O:18])[C:10](=[O:31])[CH:9]=2)[CH:7]=1. (5) Product: [CH3:1][C:2]1[CH:3]=[C:4]2[C:8](=[CH:9][CH:10]=1)[C:7](=[O:11])[CH2:6][C@H:5]2[C:12]1[CH:17]=[CH:16][CH:15]=[CH:14][CH:13]=1. Reactant: [CH3:1][C:2]1[CH:3]=[C:4]2[C:8](=[CH:9][CH:10]=1)[C@@H:7]([OH:11])[CH:6]=[C:5]2[C:12]1[CH:17]=[CH:16][CH:15]=[CH:14][CH:13]=1.C1N2CCN(CC2)C1. The catalyst class is: 531. (6) Reactant: [C:1]1([C:7]2[CH:24]=[CH:23][C:10]([CH2:11][N:12]3[CH2:16][C:15]4([CH2:21][CH2:20][CH2:19][CH2:18][CH2:17]4)[O:14][C:13]3=[O:22])=[CH:9][CH:8]=2)[CH2:6][CH2:5][CH2:4][CH2:3][CH:2]=1. Product: [CH:1]1([C:7]2[CH:24]=[CH:23][C:10]([CH2:11][N:12]3[CH2:16][C:15]4([CH2:17][CH2:18][CH2:19][CH2:20][CH2:21]4)[O:14][C:13]3=[O:22])=[CH:9][CH:8]=2)[CH2:6][CH2:5][CH2:4][CH2:3][CH2:2]1. The catalyst class is: 29. (7) Reactant: Cl[CH:2]([CH3:32])[C:3]([NH:5][C:6]1[CH:7]=[C:8]([NH:17][C:18]([C:20]2[CH:25]=[CH:24][C:23]([C:26]3[CH:31]=[CH:30][CH:29]=[CH:28][CH:27]=3)=[CH:22][CH:21]=2)=[O:19])[CH:9]=[CH:10][C:11]=1[O:12][C:13]([F:16])([F:15])[F:14])=[O:4].C(N(CC)CC)C.[NH:40]1[CH2:45][CH2:44][O:43][CH2:42][CH2:41]1.[I-].[K+]. Product: [N:40]1([CH:2]([CH3:32])[C:3]([NH:5][C:6]2[CH:7]=[C:8]([NH:17][C:18]([C:20]3[CH:25]=[CH:24][C:23]([C:26]4[CH:31]=[CH:30][CH:29]=[CH:28][CH:27]=4)=[CH:22][CH:21]=3)=[O:19])[CH:9]=[CH:10][C:11]=2[O:12][C:13]([F:16])([F:15])[F:14])=[O:4])[CH2:45][CH2:44][O:43][CH2:42][CH2:41]1. The catalyst class is: 3. (8) Reactant: [H-].[H-].[H-].[H-].[Li+].[Al+3].[CH:7]1([C:15]2[CH:20]=[CH:19][C:18]([C:21]([CH3:28])=[CH:22][C:23](OCC)=[O:24])=[CH:17][CH:16]=2)[CH2:14][CH2:13][CH2:12][CH2:11][CH2:10][CH2:9][CH2:8]1. Product: [CH:7]1([C:15]2[CH:16]=[CH:17][C:18]([C:21]([CH3:28])=[CH:22][CH2:23][OH:24])=[CH:19][CH:20]=2)[CH2:8][CH2:9][CH2:10][CH2:11][CH2:12][CH2:13][CH2:14]1. The catalyst class is: 28. (9) Reactant: [Si:1]([O:8][CH2:9][C:10]1[CH:11]=[C:12]([CH:15]=[CH:16][C:17]=1[Cl:18])[CH:13]=[O:14])([C:4]([CH3:7])([CH3:6])[CH3:5])([CH3:3])[CH3:2].CCCCCCCCCCN.[BH4-].[Na+]. Product: [Si:1]([O:8][CH2:9][C:10]1[CH:11]=[C:12]([CH2:13][OH:14])[CH:15]=[CH:16][C:17]=1[Cl:18])([C:4]([CH3:7])([CH3:6])[CH3:5])([CH3:3])[CH3:2]. The catalyst class is: 5.